From a dataset of Full USPTO retrosynthesis dataset with 1.9M reactions from patents (1976-2016). Predict the reactants needed to synthesize the given product. (1) Given the product [CH3:24][N:22]([CH3:23])[CH2:21][C:20]([C:16]1[CH:15]=[C:14]([C:10]2[S:9][C:8]([NH2:7])=[N:12][C:11]=2[CH3:13])[CH:19]=[CH:18][N:17]=1)([CH3:26])[CH3:25], predict the reactants needed to synthesize it. The reactants are: C(OC(=O)[NH:7][C:8]1[S:9][C:10]([C:14]2[CH:19]=[CH:18][N:17]=[C:16]([C:20]([CH3:26])([CH3:25])[CH2:21][N:22]([CH3:24])[CH3:23])[CH:15]=2)=[C:11]([CH3:13])[N:12]=1)(C)(C)C. (2) Given the product [C:8]([C:7]1[C:6]([C:10]2[CH:15]=[CH:14][C:13]([F:16])=[CH:12][C:11]=2[CH3:17])=[CH:5][C:4]([N:18]2[CH2:23][CH2:22][S:21](=[O:24])(=[O:25])[CH2:20][CH2:19]2)=[N:3][CH:2]=1)#[N:9], predict the reactants needed to synthesize it. The reactants are: Cl[C:2]1[C:7]([C:8]#[N:9])=[C:6]([C:10]2[CH:15]=[CH:14][C:13]([F:16])=[CH:12][C:11]=2[CH3:17])[CH:5]=[C:4]([N:18]2[CH2:23][CH2:22][S:21](=[O:25])(=[O:24])[CH2:20][CH2:19]2)[N:3]=1.C(N(CC)CC)C. (3) Given the product [C:14]([OH:18])(=[O:17])[CH:15]=[CH2:16].[NH2:8][C:68]([O:72][CH2:73][CH3:74])=[O:71], predict the reactants needed to synthesize it. The reactants are: CC1C=CC([N:8]=C=O)=CC=1N=C=O.[C:14]([O:18]CCCCCCCCCCCC)(=[O:17])[CH:15]=[CH2:16].C([O-])(=O)CCCCCCCCCCC.C([O-])(=O)CCCCCCCCCCC.C([Sn+2]CCCC)CCC.[C:68]([O:72][CH2:73][CH2:74]O)(=[O:71])C=C.CCCCO[C@H](CO)CC. (4) The reactants are: [CH3:1][O:2][C:3]1[C:4]([CH3:27])=[C:5]([C:18]([O:25][CH3:26])=[C:19]([O:23][CH3:24])[C:20]=1[O:21][CH3:22])[CH2:6][C:7]1[CH:16]=[CH:15][C:10]([C:11]([O:13][CH3:14])=[O:12])=[C:9]([OH:17])[CH:8]=1.C(N(CC)CC)C.[F:35][C:36]([F:49])([F:48])[S:37](O[S:37]([C:36]([F:49])([F:48])[F:35])(=[O:39])=[O:38])(=[O:39])=[O:38]. Given the product [CH3:1][O:2][C:3]1[C:4]([CH3:27])=[C:5]([C:18]([O:25][CH3:26])=[C:19]([O:23][CH3:24])[C:20]=1[O:21][CH3:22])[CH2:6][C:7]1[CH:16]=[CH:15][C:10]([C:11]([O:13][CH3:14])=[O:12])=[C:9]([O:17][S:37]([C:36]([F:49])([F:48])[F:35])(=[O:39])=[O:38])[CH:8]=1, predict the reactants needed to synthesize it. (5) Given the product [CH3:28][N:26]1[C:25](=[O:29])[CH2:24][CH:23]([NH:22][C:12]([C:10]2[CH:9]=[CH:8][C:7]([N:15]3[CH2:18][C:17]([F:20])([F:19])[CH2:16]3)=[C:6]([O:5][CH2:4][CH:1]3[CH2:2][CH2:3]3)[N:11]=2)=[O:14])[CH2:27]1, predict the reactants needed to synthesize it. The reactants are: [CH:1]1([CH2:4][O:5][C:6]2[N:11]=[C:10]([C:12]([OH:14])=O)[CH:9]=[CH:8][C:7]=2[N:15]2[CH2:18][C:17]([F:20])([F:19])[CH2:16]2)[CH2:3][CH2:2]1.Cl.[NH2:22][CH:23]1[CH2:27][N:26]([CH3:28])[C:25](=[O:29])[CH2:24]1. (6) The reactants are: [F:1][C:2]([F:11])([F:10])/[CH:3]=[CH:4]/[C:5]([O:7][CH2:8][CH3:9])=[O:6].C(O)(C(F)(F)F)=O.CO[CH2:21][N:22]([CH2:30][Si](C)(C)C)[CH2:23][C:24]1[CH:29]=[CH:28][CH:27]=[CH:26][CH:25]=1. Given the product [CH2:23]([N:22]1[CH2:30][C@H:3]([C:2]([F:10])([F:11])[F:1])[C@@H:4]([C:5]([O:7][CH2:8][CH3:9])=[O:6])[CH2:21]1)[C:24]1[CH:29]=[CH:28][CH:27]=[CH:26][CH:25]=1, predict the reactants needed to synthesize it.